This data is from Full USPTO retrosynthesis dataset with 1.9M reactions from patents (1976-2016). The task is: Predict the reactants needed to synthesize the given product. (1) Given the product [F:1][C:2]1[CH:7]=[CH:6][CH:5]=[CH:4][C:3]=1[C:8]1[N:12]([S:13]([C:16]2[CH:17]=[C:18]([CH:19]=[CH:20][CH:21]=2)[O:22][CH2:23][C:24]([NH:26][C:27]2[CH:28]=[CH:29][CH:42]=[C:52]([OH:47])[CH:51]=2)=[O:25])(=[O:15])=[O:14])[CH:11]=[C:10]([CH2:31][NH:32][CH3:33])[CH:9]=1.[F:1][C:2]1[CH:7]=[CH:6][CH:5]=[CH:4][C:3]=1[C:8]1[N:12]([S:13]([C:16]2[CH:17]=[C:18]([CH:19]=[CH:20][CH:21]=2)[O:22][CH2:23][C:24]([NH:26][CH2:27][CH2:28][CH2:29][OH:30])=[O:25])(=[O:14])=[O:15])[CH:11]=[C:10]([CH2:31][NH:32][CH3:33])[CH:9]=1, predict the reactants needed to synthesize it. The reactants are: [F:1][C:2]1[CH:7]=[CH:6][CH:5]=[CH:4][C:3]=1[C:8]1[N:12]([S:13]([C:16]2[CH:21]=[CH:20][CH:19]=[C:18]([O:22][CH2:23][C:24]([NH:26][CH2:27][CH2:28][CH2:29][OH:30])=[O:25])[CH:17]=2)(=[O:15])=[O:14])[CH:11]=[C:10]([CH2:31][N:32](C)[C:33](=O)OC(C)(C)C)[CH:9]=1.Cl.[C:42](=O)(O)[O-].[Na+].[O:47]1[CH2:52][CH2:51]OCC1. (2) The reactants are: [CH3:1][O:2][C:3](=[O:20])[C:4]1[CH:9]=[CH:8][C:7]([NH:10][CH:11]2[CH2:16][CH2:15][CH2:14][CH2:13][CH2:12]2)=[C:6]([N+:17]([O-])=O)[CH:5]=1. Given the product [CH3:1][O:2][C:3](=[O:20])[C:4]1[CH:9]=[CH:8][C:7]([NH:10][CH:11]2[CH2:16][CH2:15][CH2:14][CH2:13][CH2:12]2)=[C:6]([NH2:17])[CH:5]=1, predict the reactants needed to synthesize it. (3) Given the product [CH2:28]([C:13]1[CH:12]=[C:11]([CH:16]=[CH:15][C:14]=1[NH:17][S:18]([C:21]1[CH:26]=[CH:25][C:24]([CH3:27])=[CH:23][CH:22]=1)(=[O:19])=[O:20])[O:10][C:8]1[CH:7]=[CH:6][C:5]([NH:31][S:32]([C:35]2[CH:36]=[CH:37][C:38]([CH3:41])=[CH:39][CH:40]=2)(=[O:34])=[O:33])=[C:4]([CH:9]=1)[C:3]([OH:42])=[O:2])[CH2:29][CH3:30], predict the reactants needed to synthesize it. The reactants are: C[O:2][C:3](=[O:42])[C:4]1[CH:9]=[C:8]([O:10][C:11]2[CH:16]=[CH:15][C:14]([NH:17][S:18]([C:21]3[CH:26]=[CH:25][C:24]([CH3:27])=[CH:23][CH:22]=3)(=[O:20])=[O:19])=[C:13]([CH2:28][CH2:29][CH3:30])[CH:12]=2)[CH:7]=[CH:6][C:5]=1[NH:31][S:32]([C:35]1[CH:40]=[CH:39][C:38]([CH3:41])=[CH:37][CH:36]=1)(=[O:34])=[O:33]. (4) Given the product [Br:1][C:2]1[CH:3]=[CH:4][C:5]([CH:8]([CH:15]([NH:23][OH:24])[C:16]2[CH:17]=[N:18][CH:19]=[CH:20][CH:21]=2)[C:9](=[O:14])[C:10]([F:12])([F:13])[F:11])=[CH:6][CH:7]=1, predict the reactants needed to synthesize it. The reactants are: [Br:1][C:2]1[CH:7]=[CH:6][C:5](/[C:8](=[CH:15]\[C:16]2[CH:17]=[N:18][CH:19]=[CH:20][CH:21]=2)/[C:9](=[O:14])[C:10]([F:13])([F:12])[F:11])=[CH:4][CH:3]=1.Cl.[NH2:23][OH:24].C([O-])(=O)C.[Na+]. (5) Given the product [ClH:12].[NH2:4][C:3]1[CH:5]=[CH:6][C:7]([SH:9])=[CH:8][C:2]=1[F:1], predict the reactants needed to synthesize it. The reactants are: [F:1][C:2]1[CH:8]=[C:7]([S:9]C#N)[CH:6]=[CH:5][C:3]=1[NH2:4].[ClH:12]. (6) Given the product [CH2:2]([N:9]1[CH2:10][CH2:11][CH:12]([CH:15]([O:17][CH:18]2[CH2:21][N:20]([C:22]([O:24][C:25]([CH3:26])([CH3:28])[CH3:27])=[O:23])[CH2:19]2)[CH3:16])[CH2:13][CH2:14]1)[C:3]1[CH:8]=[CH:7][CH:6]=[CH:5][CH:4]=1, predict the reactants needed to synthesize it. The reactants are: [Br-].[CH2:2]([N+:9]1[CH:14]=[CH:13][C:12]([CH:15]([O:17][CH:18]2[CH2:21][N:20]([C:22]([O:24][C:25]([CH3:28])([CH3:27])[CH3:26])=[O:23])[CH2:19]2)[CH3:16])=[CH:11][CH:10]=1)[C:3]1[CH:8]=[CH:7][CH:6]=[CH:5][CH:4]=1.[BH4-].[Na+].[NH4+].[Cl-]. (7) Given the product [C:15]([CH:13]1[CH2:12][N:11]([C:9](=[O:10])[C@H:8]([NH:7][C:6]([C:37]2[C:31]3[C:32](=[N:33][CH:34]=[C:29]([Br:28])[N:30]=3)[N:35]([CH2:41][O:42][CH2:43][CH2:44][Si:45]([CH3:48])([CH3:47])[CH3:46])[CH:36]=2)=[O:20])[CH:17]2[CH2:18][CH2:19]2)[CH2:14]1)#[N:16], predict the reactants needed to synthesize it. The reactants are: C(O[C:6](=[O:20])[NH:7][C@H:8]([CH:17]1[CH2:19][CH2:18]1)[C:9]([N:11]1[CH2:14][CH:13]([C:15]#[N:16])[CH2:12]1)=[O:10])(C)(C)C.FC(F)(F)C(O)=O.[Br:28][C:29]1[N:30]=[C:31]2[C:37](C(O)=O)=[CH:36][N:35]([CH2:41][O:42][CH2:43][CH2:44][Si:45]([CH3:48])([CH3:47])[CH3:46])[C:32]2=[N:33][CH:34]=1.F[B-](F)(F)F.N1(OC(N(C)C)=[N+](C)C)C2C=CC=CC=2N=N1.C(N(CC)C(C)C)(C)C. (8) Given the product [CH:17]1([C:7]2[N:8]([CH2:12][C:13]3[N:16]=[C:32]([C:30]4[CH:29]=[CH:28][CH:27]=[C:26]([C:25]([F:35])([F:24])[F:36])[N:31]=4)[O:15][N:14]=3)[C:9]3[C:5]([CH:6]=2)=[C:4]([C:20]([F:22])([F:23])[F:21])[C:3]([C:1]#[N:2])=[CH:11][CH:10]=3)[CH2:19][CH2:18]1, predict the reactants needed to synthesize it. The reactants are: [C:1]([C:3]1[C:4]([C:20]([F:23])([F:22])[F:21])=[C:5]2[C:9](=[CH:10][CH:11]=1)[N:8]([CH2:12][C:13](=[NH:16])[NH:14][OH:15])[C:7]([CH:17]1[CH2:19][CH2:18]1)=[CH:6]2)#[N:2].[F:24][C:25]([F:36])([F:35])[C:26]1[N:31]=[C:30]([C:32](O)=O)[CH:29]=[CH:28][CH:27]=1.